Dataset: Forward reaction prediction with 1.9M reactions from USPTO patents (1976-2016). Task: Predict the product of the given reaction. Given the reactants [C:1]1([O:8][CH3:9])[C:2](=[CH:4][CH:5]=[CH:6][CH:7]=1)[OH:3].[CH3:10][C:11](C1C=CC(O)=CC=1)([C:13]1[CH:14]=[CH:15][C:16]([OH:19])=[CH:17][CH:18]=1)[CH3:12].CC(C1C=CC(O)=CC=1)(C1C=CC(O)=CC=1)C.C(C1C=CC(O)=CC=1)(C1C=CC=CC=1)(C)C.O=C([O-])[C@@H]([C@H]([C@@H]([C@@H](CO)O)O)O)O.[Na+].C(Cl)(Cl)=O, predict the reaction product. The product is: [OH:19][C:16]1[CH:17]=[CH:18][C:13]([C:11]([C:6]2[CH:5]=[CH:4][C:2]([OH:3])=[C:1]([O:8][CH3:9])[CH:7]=2)([CH3:12])[CH3:10])=[CH:14][CH:15]=1.